Dataset: Forward reaction prediction with 1.9M reactions from USPTO patents (1976-2016). Task: Predict the product of the given reaction. (1) Given the reactants [CH3:1][C:2]1[CH:7]=[C:6]([CH3:8])[CH:5]=[CH:4][C:3]=1[N:9]1[CH2:14][CH2:13][N:12]([C:15]([C:17]2[CH:22]=[CH:21][C:20]([N:23]3[C:27](=[O:28])[CH2:26][CH:25]([C:29]([OH:31])=O)[CH2:24]3)=[CH:19][CH:18]=2)=[O:16])[CH2:11][CH2:10]1.[O:32]1[CH2:37][CH2:36][N:35]([CH:38]2[CH2:43][CH2:42][NH:41][CH2:40][CH2:39]2)[CH2:34][CH2:33]1, predict the reaction product. The product is: [CH3:1][C:2]1[CH:7]=[C:6]([CH3:8])[CH:5]=[CH:4][C:3]=1[N:9]1[CH2:14][CH2:13][N:12]([C:15]([C:17]2[CH:22]=[CH:21][C:20]([N:23]3[CH2:24][CH:25]([C:29]([N:41]4[CH2:42][CH2:43][CH:38]([N:35]5[CH2:36][CH2:37][O:32][CH2:33][CH2:34]5)[CH2:39][CH2:40]4)=[O:31])[CH2:26][C:27]3=[O:28])=[CH:19][CH:18]=2)=[O:16])[CH2:11][CH2:10]1. (2) Given the reactants [CH2:1]([N:4]1[C:12]2[C:7](=[CH:8][C:9]([CH2:13][N:14]3[CH2:18][CH2:17][CH2:16][CH2:15]3)=[CH:10][CH:11]=2)[CH:6]=[CH:5]1)[C:2]#[CH:3].Br[C:20]1[CH:25]=[CH:24][C:23]([Br:26])=[CH:22][N:21]=1, predict the reaction product. The product is: [Br:26][C:23]1[CH:24]=[CH:25][C:20]([C:3]#[C:2][CH2:1][N:4]2[C:12]3[C:7](=[CH:8][C:9]([CH2:13][N:14]4[CH2:15][CH2:16][CH2:17][CH2:18]4)=[CH:10][CH:11]=3)[CH:6]=[CH:5]2)=[N:21][CH:22]=1. (3) Given the reactants [S:1]1[CH:5]=[CH:4][N:3]=[C:2]1[CH:6]([O:13][C:14]1[CH:15]=[CH:16][C:17]([CH2:23][CH2:24][C:25]2[CH:30]=[CH:29][C:28]([F:31])=[CH:27][CH:26]=2)=[C:18]([CH:22]=1)[C:19](O)=[O:20])[CH2:7][N:8]1[CH:12]=[CH:11][N:10]=[CH:9]1.Cl.[CH3:33][O:34][C:35](=[O:42])[C@H:36]([CH2:38][CH2:39][S:40][CH3:41])[NH2:37].CCN=C=NCCCN(C)C.Cl, predict the reaction product. The product is: [S:1]1[CH:5]=[CH:4][N:3]=[C:2]1[CH:6]([O:13][C:14]1[CH:15]=[CH:16][C:17]([CH2:23][CH2:24][C:25]2[CH:26]=[CH:27][C:28]([F:31])=[CH:29][CH:30]=2)=[C:18]([CH:22]=1)[C:19]([NH:37][C@@H:36]([CH2:38][CH2:39][S:40][CH3:41])[C:35]([O:34][CH3:33])=[O:42])=[O:20])[CH2:7][N:8]1[CH:12]=[CH:11][N:10]=[CH:9]1. (4) Given the reactants [ClH:1].Cl.Cl.N[C:5]1[CH:6]=[C:7]([CH:11]2[CH2:16][CH:15]3[CH2:17][CH2:18][N:12]2[CH2:13][CH2:14]3)[CH:8]=[N:9][CH:10]=1.N(OCCC(C)C)=O.C(Cl)(Cl)[Cl:28].[CH:31]([OH:34])([CH3:33])[CH3:32], predict the reaction product. The product is: [ClH:28].[ClH:1].[CH:31]([O:34][C:5]1[CH:6]=[C:7]([CH:11]2[CH2:16][CH:15]3[CH2:17][CH2:18][N:12]2[CH2:13][CH2:14]3)[CH:8]=[N:9][CH:10]=1)([CH3:33])[CH3:32].